The task is: Predict the reaction yield, written as a fraction of the theoretical maximum amount of product (1.0 means a 100% yield; for example, 0.34 means a 34% yield).. This data is from Reaction yield outcomes from USPTO patents with 853,638 reactions. (1) The reactants are [CH3:1][O:2][C:3]1[CH:8]=[CH:7][CH:6]=[CH:5][C:4]=1[NH:9][NH:10][C:11](=[O:13])[CH3:12].[Cl:14][C:15]1[CH:20]=[CH:19][C:18]([C:21](=O)CC(OCC)=O)=[CH:17][CH:16]=1.P(Cl)(Cl)Cl. The catalyst is ClCCCl. The product is [Cl:14][C:15]1[CH:20]=[CH:19][C:18]([C:21]2[N:9]([C:4]3[CH:5]=[CH:6][CH:7]=[CH:8][C:3]=3[O:2][CH3:1])[NH:10][C:11](=[O:13])[CH:12]=2)=[CH:17][CH:16]=1. The yield is 0.490. (2) The reactants are [CH2:1]([N:3]1[CH2:7][CH2:6][C@H:5]([C:8]([C:17]2[CH:22]=[CH:21][CH:20]=[CH:19][CH:18]=2)([C:11]2[CH:16]=[CH:15][CH:14]=[CH:13][CH:12]=2)[C:9]#[N:10])[CH2:4]1)[CH3:2].[OH-:23].[Na+]. The catalyst is OS(O)(=O)=O. The product is [CH2:1]([N:3]1[CH2:7][CH2:6][C@H:5]([C:8]([C:17]2[CH:18]=[CH:19][CH:20]=[CH:21][CH:22]=2)([C:11]2[CH:12]=[CH:13][CH:14]=[CH:15][CH:16]=2)[C:9]([NH2:10])=[O:23])[CH2:4]1)[CH3:2]. The yield is 0.900. (3) The reactants are N12CCCN=C1CCCCC2.Cl.[NH2:13][CH2:14][C:15]1[CH:23]=[CH:22][CH:21]=[C:20]2[C:16]=1[CH2:17][N:18]([CH:25]1[CH2:30][CH2:29][C:28](=[O:31])[NH:27][C:26]1=[O:32])[C:19]2=[O:24].[CH:33]1([N:39]=[C:40]=[O:41])[CH2:38][CH2:37][CH2:36][CH2:35][CH2:34]1. The catalyst is C(#N)C. The product is [CH:33]1([NH:39][C:40]([NH:13][CH2:14][C:15]2[CH:23]=[CH:22][CH:21]=[C:20]3[C:16]=2[CH2:17][N:18]([CH:25]2[CH2:30][CH2:29][C:28](=[O:31])[NH:27][C:26]2=[O:32])[C:19]3=[O:24])=[O:41])[CH2:38][CH2:37][CH2:36][CH2:35][CH2:34]1. The yield is 0.160.